Dataset: Forward reaction prediction with 1.9M reactions from USPTO patents (1976-2016). Task: Predict the product of the given reaction. (1) Given the reactants [OH:1][C:2]1[S:3][C:4]2[CH:10]=[CH:9][CH:8]=[CH:7][C:5]=2[N:6]=1.CCN(CC)CC.Br[CH2:19][C:20]([C:22]1[CH:27]=[CH:26][C:25]([CH3:28])=[CH:24][CH:23]=1)=[O:21], predict the reaction product. The product is: [O:21]=[C:20]([C:22]1[CH:27]=[CH:26][C:25]([CH3:28])=[CH:24][CH:23]=1)[CH2:19][N:6]1[C:5]2[CH:7]=[CH:8][CH:9]=[CH:10][C:4]=2[S:3][C:2]1=[O:1]. (2) The product is: [C:6]([O:8][CH2:9][CH2:10][OH:11])(=[O:7])[C:5]1[CH:4]=[CH:3][C:2]([C:1]([O:15][CH2:16][CH2:17][OH:18])=[O:14])=[CH:13][CH:12]=1.[P:19]([Cl:25])([Cl:24])(=[O:23])[O:20][CH2:21][CH3:22]. Given the reactants [C:1]([O:15][CH2:16][CH2:17][OH:18])(=[O:14])[C:2]1[CH:13]=[CH:12][C:5]([C:6]([O:8][CH2:9][CH2:10][OH:11])=[O:7])=[CH:4][CH:3]=1.[P:19]([Cl:25])([Cl:24])(=[O:23])[O:20][CH2:21][CH3:22], predict the reaction product.